The task is: Predict the product of the given reaction.. This data is from Forward reaction prediction with 1.9M reactions from USPTO patents (1976-2016). The product is: [C:23]([NH:1][C:2]1[CH:3]=[C:4]([C:8]2[CH:13]=[CH:12][C:11]([C:14]([OH:16])=[O:15])=[CH:10][CH:9]=2)[CH:5]=[CH:6][CH:7]=1)(=[O:27])[CH:24]([CH3:26])[CH3:25]. Given the reactants [NH2:1][C:2]1[CH:3]=[C:4]([C:8]2[CH:13]=[CH:12][C:11]([C:14]([OH:16])=[O:15])=[CH:10][CH:9]=2)[CH:5]=[CH:6][CH:7]=1.C(=O)([O-])[O-].[K+].[K+].[C:23](Cl)(=[O:27])[CH:24]([CH3:26])[CH3:25], predict the reaction product.